From a dataset of NCI-60 drug combinations with 297,098 pairs across 59 cell lines. Regression. Given two drug SMILES strings and cell line genomic features, predict the synergy score measuring deviation from expected non-interaction effect. (1) Drug 1: COC1=C2C(=CC3=C1OC=C3)C=CC(=O)O2. Drug 2: CC1C(C(CC(O1)OC2CC(CC3=C2C(=C4C(=C3O)C(=O)C5=C(C4=O)C(=CC=C5)OC)O)(C(=O)CO)O)N)O.Cl. Cell line: M14. Synergy scores: CSS=45.5, Synergy_ZIP=-1.34, Synergy_Bliss=-1.20, Synergy_Loewe=-14.5, Synergy_HSA=-0.153. (2) Drug 1: C1=NC2=C(N=C(N=C2N1C3C(C(C(O3)CO)O)O)F)N. Drug 2: COCCOC1=C(C=C2C(=C1)C(=NC=N2)NC3=CC=CC(=C3)C#C)OCCOC.Cl. Cell line: SNB-75. Synergy scores: CSS=-3.07, Synergy_ZIP=-0.0369, Synergy_Bliss=-2.83, Synergy_Loewe=-4.20, Synergy_HSA=-4.14.